The task is: Predict the reactants needed to synthesize the given product.. This data is from Full USPTO retrosynthesis dataset with 1.9M reactions from patents (1976-2016). (1) The reactants are: [Cl:1][C:2]1[C:10]2[N:9]=[C:8]3[NH:11][CH2:12][CH2:13][CH2:14][CH2:15][N:7]3[C:6]=2[C:5]([CH:16]([CH2:19][CH3:20])[CH2:17][CH3:18])=[CH:4][CH:3]=1.Br[C:22]1[C:27]([CH3:28])=[CH:26][C:25]([N+:29]([O-:31])=[O:30])=[CH:24][N:23]=1.N1C=CC=CC=1C1C=CC=CN=1.C(=O)([O-])[O-].[Cs+].[Cs+]. Given the product [Cl:1][C:2]1[C:10]2[N:9]=[C:8]3[N:11]([C:22]4[C:27]([CH3:28])=[CH:26][C:25]([N+:29]([O-:31])=[O:30])=[CH:24][N:23]=4)[CH2:12][CH2:13][CH2:14][CH2:15][N:7]3[C:6]=2[C:5]([CH:16]([CH2:19][CH3:20])[CH2:17][CH3:18])=[CH:4][CH:3]=1, predict the reactants needed to synthesize it. (2) Given the product [Cl:47][C:43]1[CH:42]=[C:41]2[C:46](=[CH:45][CH:44]=1)[N:38]([NH:37][C:35]([C:31]1[CH2:30][N:29]([CH2:28][CH2:27][OH:26])[CH2:34][CH2:33][CH:32]=1)=[O:36])[CH:39]=[CH:40]2, predict the reactants needed to synthesize it. The reactants are: [N+](CCCC)(CCCC)(CCCC)CCCC.[F-].[Si]([O:26][CH2:27][CH2:28][N:29]1[CH2:34][CH2:33][CH:32]=[C:31]([C:35]([NH:37][N:38]2[C:46]3[C:41](=[CH:42][C:43]([Cl:47])=[CH:44][CH:45]=3)[CH:40]=[CH:39]2)=[O:36])[CH2:30]1)(C(C)(C)C)(C)C.